This data is from Peptide-MHC class II binding affinity with 134,281 pairs from IEDB. The task is: Regression. Given a peptide amino acid sequence and an MHC pseudo amino acid sequence, predict their binding affinity value. This is MHC class II binding data. (1) The peptide sequence is FWRGENGRKTRSAYE. The MHC is DRB1_1101 with pseudo-sequence DRB1_1101. The binding affinity (normalized) is 0.296. (2) The peptide sequence is EYLSSKLNKFVSPKS. The MHC is DRB1_0101 with pseudo-sequence DRB1_0101. The binding affinity (normalized) is 0.335. (3) The peptide sequence is AAATAGTTVYGCFAA. The MHC is HLA-DPA10103-DPB10601 with pseudo-sequence HLA-DPA10103-DPB10601. The binding affinity (normalized) is 0. (4) The peptide sequence is PRFLEYSTSECHF. The MHC is DRB1_0101 with pseudo-sequence DRB1_0101. The binding affinity (normalized) is 0.0928. (5) The peptide sequence is FGHDGTVWAQSADFP. The MHC is DRB1_0701 with pseudo-sequence DRB1_0701. The binding affinity (normalized) is 0.419. (6) The peptide sequence is THMMIWHSNLNDATY. The MHC is DRB1_0301 with pseudo-sequence DRB1_0301. The binding affinity (normalized) is 0.104. (7) The peptide sequence is RNEVVNDVSTYASGK. The MHC is DRB1_0101 with pseudo-sequence DRB1_0101. The binding affinity (normalized) is 0.413. (8) The peptide sequence is AAATATATAAVGAAT. The MHC is DRB1_0802 with pseudo-sequence DRB1_0802. The binding affinity (normalized) is 0.141. (9) The peptide sequence is IAAYTAALVSGTATA. The MHC is DRB1_0101 with pseudo-sequence DRB1_0101. The binding affinity (normalized) is 1.00. (10) The peptide sequence is GYKDWILWISFAISC. The MHC is DRB1_1101 with pseudo-sequence DRB1_1101. The binding affinity (normalized) is 0.165.